Dataset: Peptide-MHC class I binding affinity with 185,985 pairs from IEDB/IMGT. Task: Regression. Given a peptide amino acid sequence and an MHC pseudo amino acid sequence, predict their binding affinity value. This is MHC class I binding data. The peptide sequence is YSLLNRKAI. The MHC is HLA-B48:01 with pseudo-sequence HLA-B48:01. The binding affinity (normalized) is 0.0847.